The task is: Predict the reactants needed to synthesize the given product.. This data is from Retrosynthesis with 50K atom-mapped reactions and 10 reaction types from USPTO. (1) Given the product N#CC(CCC(c1ccc(Cl)cc1)C1CC1)c1cccc(Oc2ccccc2)c1, predict the reactants needed to synthesize it. The reactants are: N#CC(=CCC(c1ccc(Cl)cc1)C1CC1)c1cccc(Oc2ccccc2)c1. (2) Given the product CNc1nc2ccccc2n2cnnc12, predict the reactants needed to synthesize it. The reactants are: CN.Clc1nc2ccccc2n2cnnc12. (3) Given the product NCCn1cc(C(c2ccccc2)c2ccccc2)ccc1=O, predict the reactants needed to synthesize it. The reactants are: O=C1c2ccccc2C(=O)N1CCn1cc(C(c2ccccc2)c2ccccc2)ccc1=O. (4) Given the product COc1cc(CN2CCN(C(=O)C3=Cc4ccc(OCc5ccccc5)cc4CC3)CC2)cc(OC)c1OC, predict the reactants needed to synthesize it. The reactants are: COc1cc(CN2CCNCC2)cc(OC)c1OC.O=C(O)C1=Cc2ccc(OCc3ccccc3)cc2CC1. (5) Given the product CC(C)(C)[SiH2]OC(C)(C)C12C=C(c3ccc(N)cc3)CC(C(C)(C)O[SiH2]C(C)(C)C)(CC1)O2, predict the reactants needed to synthesize it. The reactants are: CC(C)(C)[SiH2]OC(C)(C)C12C=CC(C(C)(C)O[SiH2]C(C)(C)C)(CC(c3ccc(N)cc3)=C1)O2. (6) Given the product Oc1ccc(Cl)nc1C1Cc2c(F)cccc2N1, predict the reactants needed to synthesize it. The reactants are: Oc1ccc(Cl)nc1-c1cc2c(F)cccc2[nH]1. (7) Given the product COc1cccc([C@H]2O[C@H](CCn3cc(CCC(=O)O)nn3)c3cccn3-c3ccc(Cl)cc32)c1OC, predict the reactants needed to synthesize it. The reactants are: COC(=O)CCc1cn(CC[C@H]2O[C@H](c3cccc(OC)c3OC)c3cc(Cl)ccc3-n3cccc32)nn1. (8) Given the product CC(C)(C)n1ncc(C(=O)O)c1-c1ccc(F)cc1, predict the reactants needed to synthesize it. The reactants are: CCOC(=O)c1cnn(C(C)(C)C)c1-c1ccc(F)cc1. (9) Given the product CCCc1nc(C(C)(C)O)c(C(=O)O)[nH]1, predict the reactants needed to synthesize it. The reactants are: CCCc1nc(C(C)(C)O)c(C(=O)OCC)[nH]1. (10) Given the product COc1cccc(CNC(=O)c2nc3scc(COC[C@H]4CC[C@H](CNS(C)(=O)=O)CC4)c3c(=O)[nH]2)c1, predict the reactants needed to synthesize it. The reactants are: COc1cccc(CNC(=O)c2nc3scc(COC[C@H]4CC[C@H](CN)CC4)c3c(=O)[nH]2)c1.CS(=O)(=O)Cl.